Dataset: Forward reaction prediction with 1.9M reactions from USPTO patents (1976-2016). Task: Predict the product of the given reaction. (1) Given the reactants [CH3:1][C:2]1[C:3]([NH2:8])=[N:4][CH:5]=[CH:6][CH:7]=1.S(=O)(=O)(O)O.O.O.[I:16](O)(=O)(=O)=O.II.[O-]S([O-])(=S)=O.[Na+].[Na+], predict the reaction product. The product is: [I:16][C:6]1[CH:7]=[C:2]([CH3:1])[C:3]([NH2:8])=[N:4][CH:5]=1. (2) Given the reactants [I:1][C:2]1[CH:8]=[CH:7][C:5]([NH2:6])=[CH:4][CH:3]=1.[C:9]([OH:13])(=[O:12])[CH:10]=O.[CH3:14][S:15][C:16]1[CH:21]=[CH:20][C:19]([CH:22]=[CH2:23])=[CH:18][CH:17]=1, predict the reaction product. The product is: [I:1][C:2]1[CH:8]=[C:7]2[C:5](=[CH:4][CH:3]=1)[NH:6][CH:10]([C:9]([OH:13])=[O:12])[CH2:23][CH:22]2[C:19]1[CH:20]=[CH:21][C:16]([S:15][CH3:14])=[CH:17][CH:18]=1. (3) Given the reactants O=P12OP3(OP(OP(O3)(O1)=O)(=O)O2)=O.CO[CH:17](OC)[CH2:18][NH:19][C:20]([C@@:22]12[C:32]([CH3:34])([CH3:33])[C@@H:29]([CH2:30][CH2:31]1)[C:28]1[CH:27]=[C:26]([C:35]3[C:40]([F:41])=[CH:39][CH:38]=[CH:37][C:36]=3[F:42])[N:25]=[N:24][C:23]2=1)=[O:21].CS(O)(=O)=O.[OH-].[K+], predict the reaction product. The product is: [F:41][C:40]1[CH:39]=[CH:38][CH:37]=[C:36]([F:42])[C:35]=1[C:26]1[N:25]=[N:24][C:23]2[C@:22]3([C:20]4[O:21][CH:17]=[CH:18][N:19]=4)[C:32]([CH3:34])([CH3:33])[C@H:29]([C:28]=2[CH:27]=1)[CH2:30][CH2:31]3. (4) Given the reactants [Br:1][CH2:2][CH2:3][CH2:4][CH2:5][CH2:6][CH3:7].[N:8]1[C:13]([CH3:14])=[CH:12][CH:11]=[CH:10][C:9]=1C.[CH:16](Cl)(Cl)Cl, predict the reaction product. The product is: [Br-:1].[CH2:2]([N+:8]1[CH:9]=[CH:10][C:11]([CH3:16])=[CH:12][C:13]=1[CH3:14])[CH2:3][CH2:4][CH2:5][CH2:6][CH3:7]. (5) Given the reactants F[C:2]1[CH:9]=[C:8]([N:10]2[C:18]3[CH2:17][C:16]([CH3:20])([CH3:19])[CH2:15][C:14](=[O:21])[C:13]=3[C:12]([CH3:22])=[N:11]2)[CH:7]=[CH:6][C:3]=1[C:4]#[N:5].[CH2:23]([O:30][C@H:31]1[CH2:35][CH2:34][CH2:33][C@@H:32]1[NH2:36])[C:24]1[CH:29]=[CH:28][CH:27]=[CH:26][CH:25]=1.CCN(C(C)C)C(C)C, predict the reaction product. The product is: [CH2:23]([O:30][C@H:31]1[CH2:35][CH2:34][CH2:33][C@@H:32]1[NH:36][C:2]1[CH:9]=[C:8]([N:10]2[C:18]3[CH2:17][C:16]([CH3:20])([CH3:19])[CH2:15][C:14](=[O:21])[C:13]=3[C:12]([CH3:22])=[N:11]2)[CH:7]=[CH:6][C:3]=1[C:4]#[N:5])[C:24]1[CH:29]=[CH:28][CH:27]=[CH:26][CH:25]=1. (6) Given the reactants Br[C:2]1[O:6][C:5]([CH:7]=[O:8])=[CH:4][CH:3]=1.[CH2:9](B(O)O)[CH2:10][CH2:11][CH2:12][CH2:13][CH3:14].C(=O)([O-])[O-].[K+].[K+].C1(C)C=CC=CC=1.O, predict the reaction product. The product is: [CH2:9]([C:2]1[O:6][C:5]([CH:7]=[O:8])=[CH:4][CH:3]=1)[CH2:10][CH2:11][CH2:12][CH2:13][CH3:14]. (7) Given the reactants [Br:1]Br.[C:3]([C:6]1[CH:11]=[CH:10][CH:9]=[CH:8][N:7]=1)(=[O:5])[CH3:4], predict the reaction product. The product is: [BrH:1].[Br:1][CH2:4][C:3]([C:6]1[CH:11]=[CH:10][CH:9]=[CH:8][N:7]=1)=[O:5]. (8) Given the reactants N1(C2C3C=NC(NC(=O)N)=CC=3NN=2)CCOCC1.CO.[CH3:22][N:23]1[CH2:27][C@@H:26]([C:28]2[CH:33]=[CH:32][CH:31]=[CH:30][CH:29]=2)[C@H:25]([NH:34][C:35]([NH:37][C:38]2[N:43]=[CH:42][C:41]3[C:44]([N:47]4[CH2:52][CH2:51][O:50][CH2:49][CH2:48]4)=[N:45][NH:46][C:40]=3[CH:39]=2)=[O:36])[CH2:24]1, predict the reaction product. The product is: [CH3:22][N:23]1[CH2:27][C@H:26]([C:28]2[CH:33]=[CH:32][CH:31]=[CH:30][CH:29]=2)[C@@H:25]([NH:34][C:35]([NH:37][C:38]2[N:43]=[CH:42][C:41]3[C:44]([N:47]4[CH2:52][CH2:51][O:50][CH2:49][CH2:48]4)=[N:45][NH:46][C:40]=3[CH:39]=2)=[O:36])[CH2:24]1.